The task is: Predict the reactants needed to synthesize the given product.. This data is from Full USPTO retrosynthesis dataset with 1.9M reactions from patents (1976-2016). (1) Given the product [CH:1]1([C:4]([C:6]2[CH:7]=[N:8][C:9]3[C:14]([C:15]=2[NH:16][C@H:17]2[CH2:18][CH2:19][C@H:20]([NH:23][CH3:24])[CH2:21][CH2:22]2)=[CH:13][C:12]([C:32]2[CH:37]=[C:36]([Cl:38])[C:35]([OH:39])=[C:34]([Cl:40])[CH:33]=2)=[CH:11][CH:10]=3)=[O:5])[CH2:3][CH2:2]1, predict the reactants needed to synthesize it. The reactants are: [CH:1]1([C:4]([C:6]2[CH:7]=[N:8][C:9]3[C:14]([C:15]=2[NH:16][C@H:17]2[CH2:22][CH2:21][C@H:20]([N:23](C)[C:24](=O)OC(C)(C)C)[CH2:19][CH2:18]2)=[CH:13][C:12]([C:32]2[CH:37]=[C:36]([Cl:38])[C:35]([OH:39])=[C:34]([Cl:40])[CH:33]=2)=[CH:11][CH:10]=3)=[O:5])[CH2:3][CH2:2]1.C(O)(C(F)(F)F)=O. (2) Given the product [Cl:10][C:9]1[C:2]([F:1])=[C:3]([CH2:4][OH:5])[CH:6]=[CH:7][CH:8]=1, predict the reactants needed to synthesize it. The reactants are: [F:1][C:2]1[C:9]([Cl:10])=[CH:8][CH:7]=[CH:6][C:3]=1[CH:4]=[O:5].[BH4-].[Na+]. (3) Given the product [C:1]([C:5]1[C:6]([OH:16])=[C:7]([C:11]([CH3:15])=[C:12]([Cl:14])[CH:13]=1)[C:8]([NH:24][C:23]1[CH:25]=[CH:26][C:20]([N+:17]([O-:19])=[O:18])=[CH:21][C:22]=1[C:27]([F:28])([F:29])[F:30])=[O:10])([CH3:2])([CH3:3])[CH3:4], predict the reactants needed to synthesize it. The reactants are: [C:1]([C:5]1[CH:13]=[C:12]([Cl:14])[C:11]([CH3:15])=[C:7]([C:8]([OH:10])=O)[C:6]=1[OH:16])([CH3:4])([CH3:3])[CH3:2].[N+:17]([C:20]1[CH:26]=[CH:25][C:23]([NH2:24])=[C:22]([C:27]([F:30])([F:29])[F:28])[CH:21]=1)([O-:19])=[O:18].